This data is from Forward reaction prediction with 1.9M reactions from USPTO patents (1976-2016). The task is: Predict the product of the given reaction. (1) Given the reactants [F:1][C:2]([F:35])([F:34])[C:3]1[CH:4]=[C:5]([CH:27]=[C:28]([C:30]([F:33])([F:32])[F:31])[CH:29]=1)[CH2:6][N:7]([CH:20]1[CH2:24][CH:23]([CH2:25][CH3:26])[NH:22][CH2:21]1)[C:8]1[N:13]=[CH:12][C:11]([C:14]2[CH:15]=[N:16][N:17]([CH3:19])[CH:18]=2)=[CH:10][N:9]=1.[CH2:36]([O:38][C:39](C1OC(Cl)=NC=1)=[O:40])[CH3:37].[CH:47](N(CC)C(C)C)(C)C.O.[CH3:57][N:58]([CH:60]=[O:61])C, predict the reaction product. The product is: [CH2:36]([O:38][C:39]([C:57]1[N:58]=[C:60]([N:22]2[CH2:21][C@@H:20]([N:7]([CH2:6][C:5]3[CH:27]=[C:28]([C:30]([F:33])([F:32])[F:31])[CH:29]=[C:3]([C:2]([F:34])([F:1])[F:35])[CH:4]=3)[C:8]3[N:9]=[CH:10][C:11]([C:14]4[CH:15]=[N:16][N:17]([CH3:19])[CH:18]=4)=[CH:12][N:13]=3)[CH2:24][C@H:23]2[CH2:25][CH3:26])[O:61][CH:47]=1)=[O:40])[CH3:37]. (2) Given the reactants CO[C:3](=[O:14])[C:4]1[C:9]([N+:10]([O-:12])=[O:11])=[CH:8][CH:7]=[CH:6][C:5]=1F.[CH2:15]([NH2:18])[CH2:16][NH2:17].C(N(C(C)C)CC)(C)C.[Cl-].[NH4+], predict the reaction product. The product is: [N+:10]([C:9]1[C:4]2[C:3](=[O:14])[NH:18][CH2:15][CH2:16][NH:17][C:5]=2[CH:6]=[CH:7][CH:8]=1)([O-:12])=[O:11].